From a dataset of Reaction yield outcomes from USPTO patents with 853,638 reactions. Predict the reaction yield, written as a fraction of the theoretical maximum amount of product (1.0 means a 100% yield; for example, 0.34 means a 34% yield). (1) The reactants are [C:1]1([C:7]2[CH:8]=[C:9]([C:22]([NH2:24])=[O:23])[C:10]3[CH:11]=[N:12][N:13]([CH:16]4[CH2:21][CH2:20][CH2:19][NH:18][CH2:17]4)[C:14]=3[CH:15]=2)[CH:6]=[CH:5][CH:4]=[CH:3][CH:2]=1.C(N(CC)CC)C.[C:32](Cl)(=[O:35])[CH2:33][CH3:34]. The catalyst is CN(C1C=CN=CC=1)C. The product is [C:1]1([C:7]2[CH:8]=[C:9]([C:22]([NH2:24])=[O:23])[C:10]3[CH:11]=[N:12][N:13]([CH:16]4[CH2:21][CH2:20][CH2:19][N:18]([C:32](=[O:35])[CH2:33][CH3:34])[CH2:17]4)[C:14]=3[CH:15]=2)[CH:2]=[CH:3][CH:4]=[CH:5][CH:6]=1. The yield is 0.260. (2) The reactants are [CH2:1]([O:8][C:9]([NH:11][CH:12]([CH:17]([S:24][CH2:25][CH2:26][NH:27]C(OC(C)(C)C)=O)[C:18]1[CH:23]=[CH:22][CH:21]=[CH:20][CH:19]=1)[C:13]([O:15][CH3:16])=[O:14])=[O:10])[C:2]1[CH:7]=[CH:6][CH:5]=[CH:4][CH:3]=1.CO.C(Cl)(=O)C.CCOCC. The catalyst is CCOC(C)=O. The product is [NH2:27][CH2:26][CH2:25][S:24][CH:17]([C:18]1[CH:23]=[CH:22][CH:21]=[CH:20][CH:19]=1)[CH:12]([NH:11][C:9]([O:8][CH2:1][C:2]1[CH:7]=[CH:6][CH:5]=[CH:4][CH:3]=1)=[O:10])[C:13]([O:15][CH3:16])=[O:14]. The yield is 0.900. (3) The reactants are [C:1]([O:5][C:6](=[O:18])[NH:7][CH2:8][C:9]1[CH:14]=[CH:13][C:12]([N+:15]([O-])=O)=[CH:11][CH:10]=1)([CH3:4])([CH3:3])[CH3:2].C([O-])=O.[NH4+].O. The catalyst is [Fe].C1(C)C=CC=CC=1. The product is [C:1]([O:5][C:6](=[O:18])[NH:7][CH2:8][C:9]1[CH:10]=[CH:11][C:12]([NH2:15])=[CH:13][CH:14]=1)([CH3:4])([CH3:2])[CH3:3]. The yield is 0.900.